The task is: Regression. Given a peptide amino acid sequence and an MHC pseudo amino acid sequence, predict their binding affinity value. This is MHC class I binding data.. This data is from Peptide-MHC class I binding affinity with 185,985 pairs from IEDB/IMGT. (1) The peptide sequence is TLPETTVVRR. The MHC is Patr-A0301 with pseudo-sequence Patr-A0301. The binding affinity (normalized) is 0.216. (2) The peptide sequence is IPQCRLTPL. The MHC is HLA-A31:01 with pseudo-sequence HLA-A31:01. The binding affinity (normalized) is 0. (3) The peptide sequence is AVYGNITHK. The MHC is HLA-A68:01 with pseudo-sequence HLA-A68:01. The binding affinity (normalized) is 0.659. (4) The peptide sequence is KMSEYKGPV. The MHC is HLA-A69:01 with pseudo-sequence HLA-A69:01. The binding affinity (normalized) is 0.0847. (5) The peptide sequence is SQISNTEMY. The MHC is HLA-B39:01 with pseudo-sequence HLA-B39:01. The binding affinity (normalized) is 0.213. (6) The peptide sequence is VSAAFYHL. The MHC is H-2-Kb with pseudo-sequence H-2-Kb. The binding affinity (normalized) is 0.907. (7) The MHC is HLA-A33:01 with pseudo-sequence HLA-A33:01. The binding affinity (normalized) is 0. The peptide sequence is ETFKIDAVRY.